This data is from Reaction yield outcomes from USPTO patents with 853,638 reactions. The task is: Predict the reaction yield, written as a fraction of the theoretical maximum amount of product (1.0 means a 100% yield; for example, 0.34 means a 34% yield). (1) The reactants are [N+:1]([C:4]1[CH:12]=[CH:11][CH:10]=[C:6]([C:7]([OH:9])=[O:8])[C:5]=1[C:13]([OH:15])=[O:14])([O-:3])=[O:2].[CH:16](OC)(OC)OC.S(=O)(=O)(O)O. The catalyst is CO. The product is [C:13]([C:5]1[C:4]([N+:1]([O-:3])=[O:2])=[CH:12][CH:11]=[CH:10][C:6]=1[C:7]([O:9][CH3:16])=[O:8])([OH:15])=[O:14]. The yield is 0.947. (2) The reactants are [CH3:1][C:2]1([CH3:36])[CH2:11][CH2:10][C:9]([CH3:13])([CH3:12])[C:8]2[CH:7]=[C:6]([Se:14][C:15]#[C:16][C:17]3[CH:26]=[CH:25][C:20]([C:21]([O:23]C)=[O:22])=[CH:19][CH:18]=3)[CH:5]=[C:4]([O:27][CH2:28][C:29]3[CH:34]=[CH:33][C:32]([F:35])=[CH:31][CH:30]=3)[C:3]1=2.[OH-].[Na+]. No catalyst specified. The product is [CH3:1][C:2]1([CH3:36])[CH2:11][CH2:10][C:9]([CH3:12])([CH3:13])[C:8]2[CH:7]=[C:6]([Se:14][C:15]#[C:16][C:17]3[CH:18]=[CH:19][C:20]([C:21]([OH:23])=[O:22])=[CH:25][CH:26]=3)[CH:5]=[C:4]([O:27][CH2:28][C:29]3[CH:30]=[CH:31][C:32]([F:35])=[CH:33][CH:34]=3)[C:3]1=2. The yield is 0.980. (3) The reactants are [H-].[H-].[H-].[H-].[Li+].[Al+3].[CH3:7][C:8]1([CH3:22])[CH2:13][C:12]([CH3:15])([CH3:14])[CH2:11][C:10](=[CH:16][C:17](OCC)=[O:18])[CH2:9]1. The catalyst is CCOCC. The product is [CH3:7][C:8]1([CH3:22])[CH2:13][C:12]([CH3:14])([CH3:15])[CH2:11][C:10](=[CH:16][CH2:17][OH:18])[CH2:9]1. The yield is 0.890. (4) The reactants are [CH3:1][O:2][CH2:3][CH2:4][O:5][C:6]1[CH:11]=[CH:10][C:9]([NH:12]N=C(C)C(OCC)=O)=[C:8]([N+:21]([O-:23])=[O:22])[CH:7]=1.[OH2:24]. The catalyst is C(OCC)(=O)C. The product is [CH3:1][O:2][CH2:3][CH2:4][O:5][C:6]1[CH:11]=[C:10]2[C:9](=[C:8]([N+:21]([O-:23])=[O:22])[CH:7]=1)[NH:12][C:7]([C:6]([O:5][CH2:4][CH3:3])=[O:24])=[CH:8]2. The yield is 0.170.